This data is from Full USPTO retrosynthesis dataset with 1.9M reactions from patents (1976-2016). The task is: Predict the reactants needed to synthesize the given product. (1) The reactants are: [N:1]1([C:7]2[N:12]=[CH:11][N:10]=[C:9]([NH:13][C:14]3[S:15][C:16]([C:19]#[N:20])=[CH:17][N:18]=3)[CH:8]=2)[CH2:6][CH2:5][NH:4][CH2:3][CH2:2]1.[Cl-].Cl[CH2:23][CH2:24][NH+:25]1[CH2:30][CH2:29][S:28](=[O:32])(=[O:31])[CH2:27][CH2:26]1.CCN(C(C)C)C(C)C. Given the product [O:31]=[S:28]1(=[O:32])[CH2:29][CH2:30][N:25]([CH2:24][CH2:23][N:4]2[CH2:5][CH2:6][N:1]([C:7]3[N:12]=[CH:11][N:10]=[C:9]([NH:13][C:14]4[S:15][C:16]([C:19]#[N:20])=[CH:17][N:18]=4)[CH:8]=3)[CH2:2][CH2:3]2)[CH2:26][CH2:27]1, predict the reactants needed to synthesize it. (2) Given the product [C:19]([C:18]([CH3:22])([CH3:21])[CH2:17][C:11]1[CH:12]=[C:13]([O:16][CH2:39][C:35]2[CH:34]=[C:33]([CH:26]([CH:23]3[CH2:24][CH2:25]3)[CH2:27][C:28]([O:30][CH2:31][CH3:32])=[O:29])[CH:38]=[CH:37][N:36]=2)[CH:14]=[CH:15][C:10]=1[C:3]1[CH:4]=[C:5]([O:8][CH3:9])[CH:6]=[CH:7][C:2]=1[F:1])#[N:20], predict the reactants needed to synthesize it. The reactants are: [F:1][C:2]1[CH:7]=[CH:6][C:5]([O:8][CH3:9])=[CH:4][C:3]=1[C:10]1[CH:15]=[CH:14][C:13]([OH:16])=[CH:12][C:11]=1[CH2:17][C:18]([CH3:22])([CH3:21])[C:19]#[N:20].[CH:23]1([CH:26]([C:33]2[CH:38]=[CH:37][N:36]=[C:35]([CH2:39]O)[CH:34]=2)[CH2:27][C:28]([O:30][CH2:31][CH3:32])=[O:29])[CH2:25][CH2:24]1.C(P(CCCC)CCCC)CCC.N(C(N1CCCCC1)=O)=NC(N1CCCCC1)=O. (3) The reactants are: [CH2:1]([C@H:8]1[CH2:12][O:11][C:10](=[O:13])[NH:9]1)[C:2]1[CH:7]=[CH:6][CH:5]=[CH:4][CH:3]=1.C([Li])CCC.[CH:19]1([CH2:25][C:26](Cl)=[O:27])[CH2:24][CH2:23][CH2:22][CH2:21][CH2:20]1. Given the product [CH2:1]([CH:8]1[CH2:12][O:11][C:10](=[O:13])[N:9]1[C:26](=[O:27])[CH2:25][CH:19]1[CH2:24][CH2:23][CH2:22][CH2:21][CH2:20]1)[C:2]1[CH:3]=[CH:4][CH:5]=[CH:6][CH:7]=1, predict the reactants needed to synthesize it.